Dataset: Forward reaction prediction with 1.9M reactions from USPTO patents (1976-2016). Task: Predict the product of the given reaction. (1) Given the reactants Cl.[CH2:2]1[C:8]2[CH:9]=[CH:10][C:11]([C:13]([O:15][CH2:16][CH:17]3[CH2:22][CH2:21][N:20]([CH2:23][C:24]4[CH:29]=[CH:28][CH:27]=[CH:26][CH:25]=4)[CH2:19][CH2:18]3)=[O:14])=[CH:12][C:7]=2[CH2:6][CH2:5][NH:4][CH2:3]1.[CH:30](=O)[CH3:31].C(O)(=O)C.C(O[BH-](OC(=O)C)OC(=O)C)(=O)C.[Na+], predict the reaction product. The product is: [CH2:30]([N:4]1[CH2:5][CH2:6][C:7]2[CH:12]=[C:11]([C:13]([O:15][CH2:16][CH:17]3[CH2:18][CH2:19][N:20]([CH2:23][C:24]4[CH:25]=[CH:26][CH:27]=[CH:28][CH:29]=4)[CH2:21][CH2:22]3)=[O:14])[CH:10]=[CH:9][C:8]=2[CH2:2][CH2:3]1)[CH3:31]. (2) The product is: [Cl:1][C:2]1[CH:7]=[C:6]([Cl:8])[CH:5]=[C:4]([Cl:9])[C:3]=1[NH:10][C:11]([NH2:15])=[O:12]. Given the reactants [Cl:1][C:2]1[CH:7]=[C:6]([Cl:8])[CH:5]=[C:4]([Cl:9])[C:3]=1[N:10]=[C:11]=[O:12].C([N:15](CC)CC)C.Cl, predict the reaction product. (3) Given the reactants [CH2:1]([C:3]1[CH:8]=[CH:7][C:6]([CH:9]2[CH2:14][NH:13][CH2:12][CH:11]([C:15]([NH:17][C:18]3[CH:23]=[CH:22][CH:21]=[CH:20][CH:19]=3)=[O:16])[CH2:10]2)=[CH:5][CH:4]=1)[CH3:2].[O:24]1[CH2:29][CH2:28][CH:27]([C:30](Cl)=[O:31])[CH2:26][CH2:25]1, predict the reaction product. The product is: [CH2:1]([C:3]1[CH:4]=[CH:5][C:6]([CH:9]2[CH2:14][N:13]([C:30]([CH:27]3[CH2:28][CH2:29][O:24][CH2:25][CH2:26]3)=[O:31])[CH2:12][CH:11]([C:15]([NH:17][C:18]3[CH:19]=[CH:20][CH:21]=[CH:22][CH:23]=3)=[O:16])[CH2:10]2)=[CH:7][CH:8]=1)[CH3:2]. (4) Given the reactants [F:1][C:2]([F:8])([F:7])[S:3]([OH:6])(=[O:5])=[O:4].[C:9](Cl)(=O)C1C=CC=CC=1.C(=O)(OC)OC, predict the reaction product. The product is: [O:4]([CH3:9])[S:3]([C:2]([F:8])([F:7])[F:1])(=[O:6])=[O:5]. (5) Given the reactants [Cl:1][C:2]1[CH:7]=[CH:6][C:5]([NH:8][C:9]([NH:11][CH2:12][CH:13]2[O:18][CH2:17][CH2:16][NH:15][CH2:14]2)=[O:10])=[CH:4][CH:3]=1.Br[CH:20]([C:26]1[CH:31]=[CH:30][CH:29]=[CH:28][CH:27]=1)[C:21]([O:23][CH2:24][CH3:25])=[O:22], predict the reaction product. The product is: [Cl:1][C:2]1[CH:7]=[CH:6][C:5]([NH:8][C:9]([NH:11][CH2:12][CH:13]2[O:18][CH2:17][CH2:16][N:15]([CH:20]([C:26]3[CH:31]=[CH:30][CH:29]=[CH:28][CH:27]=3)[C:21]([O:23][CH2:24][CH3:25])=[O:22])[CH2:14]2)=[O:10])=[CH:4][CH:3]=1. (6) Given the reactants [CH3:1][C:2]([CH3:35])([O:4][C:5]([NH:7][CH2:8][C@@H:9]1[O:13][C:12](=[O:14])[N:11]([C:15]2[CH:16]=[C:17]3[C:22](=[CH:23][CH:24]=2)[CH2:21][N:20](C(OCC2C=CC=CC=2)=O)[CH2:19][CH2:18]3)[CH2:10]1)=[O:6])[CH3:3], predict the reaction product. The product is: [O:14]=[C:12]1[N:11]([C:15]2[CH:16]=[C:17]3[C:22](=[CH:23][CH:24]=2)[CH2:21][NH:20][CH2:19][CH2:18]3)[CH2:10][C@H:9]([CH2:8][NH:7][C:5](=[O:6])[O:4][C:2]([CH3:3])([CH3:1])[CH3:35])[O:13]1. (7) Given the reactants [CH:1]1[C:6]([C:7]#[N:8])=[CH:5][C:4]2[C:9]([CH2:12][CH2:13][CH2:14][CH2:15][N:16]3[CH2:21][CH2:20][N:19]([C:22]4[CH:23]=[CH:24][C:25]5[O:30][C:29]([C:31]([NH2:33])=[O:32])=[CH:28][C:26]=5[CH:27]=4)[CH2:18][CH2:17]3)=[CH:10][NH:11][C:3]=2[CH:2]=1.[ClH:34], predict the reaction product. The product is: [CH:1]1[C:6]([C:7]#[N:8])=[CH:5][C:4]2[C:9]([CH2:12][CH2:13][CH2:14][CH2:15][N:16]3[CH2:17][CH2:18][N:19]([C:22]4[CH:23]=[CH:24][C:25]5[O:30][C:29]([C:31]([NH2:33])=[O:32])=[CH:28][C:26]=5[CH:27]=4)[CH2:20][CH2:21]3)=[CH:10][NH:11][C:3]=2[CH:2]=1.[ClH:34].